This data is from Reaction yield outcomes from USPTO patents with 853,638 reactions. The task is: Predict the reaction yield, written as a fraction of the theoretical maximum amount of product (1.0 means a 100% yield; for example, 0.34 means a 34% yield). (1) The reactants are [CH3:1][C:2]1[CH:3]=[C:4]([N:8]2[N:12]=[N:11][C:10]([CH:13]([OH:15])[CH3:14])=[N:9]2)[CH:5]=[CH:6][CH:7]=1.[C:16](OC=C)(=[O:18])[CH3:17]. The catalyst is C1(C)C=CC=CC=1. The product is [C:16]([O:15][C@@H:13]([C:10]1[N:11]=[N:12][N:8]([C:4]2[CH:5]=[CH:6][CH:7]=[C:2]([CH3:1])[CH:3]=2)[N:9]=1)[CH3:14])(=[O:18])[CH3:17]. The yield is 0.420. (2) The reactants are Br[C:2]1[CH:7]=[CH:6][CH:5]=[CH:4][N:3]=1.[NH:8]1[CH2:14][CH2:13][CH2:12][NH:11][CH2:10][CH2:9]1. No catalyst specified. The product is [N:3]1[CH:4]=[CH:5][CH:6]=[CH:7][C:2]=1[N:8]1[CH2:14][CH2:13][CH2:12][NH:11][CH2:10][CH2:9]1. The yield is 0.620.